This data is from Peptide-MHC class II binding affinity with 134,281 pairs from IEDB. The task is: Regression. Given a peptide amino acid sequence and an MHC pseudo amino acid sequence, predict their binding affinity value. This is MHC class II binding data. (1) The peptide sequence is GELQEVDKIDAAFKI. The MHC is DRB1_1302 with pseudo-sequence DRB1_1302. The binding affinity (normalized) is 0.588. (2) The peptide sequence is RVFDKADGKSKRD. The MHC is HLA-DPA10201-DPB10101 with pseudo-sequence HLA-DPA10201-DPB10101. The binding affinity (normalized) is 0.128. (3) The peptide sequence is SEAQKAAKPAAAATA. The MHC is DRB3_0101 with pseudo-sequence DRB3_0101. The binding affinity (normalized) is 0. (4) The peptide sequence is MVTMLSPMLHHWIKV. The MHC is DRB1_1101 with pseudo-sequence DRB1_1101. The binding affinity (normalized) is 0.695. (5) The peptide sequence is AFKPVLVDEGRKVAI. The MHC is HLA-DQA10201-DQB10303 with pseudo-sequence HLA-DQA10201-DQB10303. The binding affinity (normalized) is 0.323.